This data is from Reaction yield outcomes from USPTO patents with 853,638 reactions. The task is: Predict the reaction yield, written as a fraction of the theoretical maximum amount of product (1.0 means a 100% yield; for example, 0.34 means a 34% yield). (1) The reactants are [Cl:1][C:2]1[C:3]([CH3:19])=[C:4]([C:10]([O:16][CH2:17][CH3:18])=[C:11]([CH:13](Cl)[CH3:14])[CH:12]=1)[C:5]([NH:7][CH2:8][CH3:9])=[O:6].[I:20][C:21]1[C:29]2[C:24](=[N:25][CH:26]=[N:27][C:28]=2[NH2:30])[NH:23][N:22]=1.C(=O)([O-])[O-].[Cs+].[Cs+].[I-].[K+]. The catalyst is CN(C)C=O.CCOCC. The product is [NH2:30][C:28]1[N:27]=[CH:26][N:25]=[C:24]2[N:23]([CH:13]([C:11]3[C:10]([O:16][CH2:17][CH3:18])=[C:4]([C:3]([CH3:19])=[C:2]([Cl:1])[CH:12]=3)[C:5]([NH:7][CH2:8][CH3:9])=[O:6])[CH3:14])[N:22]=[C:21]([I:20])[C:29]=12. The yield is 0.620. (2) The reactants are [CH2:1]1[CH2:11][CH2:10][N:9]2[C:4](=[N:5][CH2:6][CH2:7][CH2:8]2)[CH2:3][CH2:2]1.[F:12][C:13]1[CH:14]=[C:15]([CH2:19][CH2:20][NH2:21])[CH:16]=[CH:17][CH:18]=1.[C:22](OCC)(=[O:24])C. The catalyst is C(#N)C. The product is [F:12][C:13]1[CH:14]=[C:15]([CH2:19][CH2:20][NH:21][C:22]([NH:5][C:4]2[CH:3]=[CH:2][CH:1]=[C:11]3[C:6]=2[CH:7]=[CH:8][N:9]=[CH:10]3)=[O:24])[CH:16]=[CH:17][CH:18]=1. The yield is 0.650.